Dataset: Catalyst prediction with 721,799 reactions and 888 catalyst types from USPTO. Task: Predict which catalyst facilitates the given reaction. (1) Reactant: O.[BrH:2].[NH2:3][C@:4]1([CH3:12])[CH2:9][CH2:8][C:7](=[O:10])[NH:6][C:5]1=[O:11]. Product: [OH2:10].[BrH:2].[NH2:3][C@@:4]1([CH3:12])[CH2:9][CH2:8][C:7](=[O:10])[NH:6][C:5]1=[O:11]. The catalyst class is: 14. (2) Reactant: [F:1][C:2]1[CH:25]=[CH:24][C:5]2[N:6]=[C:7]([N:18]3[CH2:23][CH2:22][NH:21][CH2:20][CH2:19]3)[C:8]3[C:13]4[CH:14]=[CH:15][CH:16]=[CH:17][C:12]=4[S:11][C:9]=3[NH:10][C:4]=2[CH:3]=1.[C:26](O)(=[O:28])[CH3:27].C(N(CC)CC)C. Product: [F:1][C:2]1[CH:25]=[CH:24][C:5]2[N:6]=[C:7]([N:18]3[CH2:23][CH2:22][N:21]([C:26](=[O:28])[CH3:27])[CH2:20][CH2:19]3)[C:8]3[C:13]4[CH:14]=[CH:15][CH:16]=[CH:17][C:12]=4[S:11][C:9]=3[NH:10][C:4]=2[CH:3]=1. The catalyst class is: 11. (3) Reactant: [O:1]1[CH:5]=[CH:4][C:3](/[CH:6]=[N:7]/[S:8]([C:10]([CH3:13])([CH3:12])[CH3:11])=[O:9])=[N:2]1.[CH3:14][Mg]Br. Product: [O:1]1[CH:5]=[CH:4][C:3]([CH:6]([NH:7][S:8]([C:10]([CH3:13])([CH3:12])[CH3:11])=[O:9])[CH3:14])=[N:2]1. The catalyst class is: 4. (4) Reactant: [CH2:1]([N:3]([S:9]([C:12]1[CH:17]=[CH:16][C:15]([F:18])=[CH:14][CH:13]=1)(=[O:11])=[O:10])[C:4](=[CH2:8])[C:5]([OH:7])=O)[CH3:2].CCOC(OC(OCC)=O)=O.[O:30]1[CH2:35][CH2:34][N:33]([C:36]2[CH:41]=[C:40]([CH2:42][NH2:43])[CH:39]=[C:38]([C:44]3[CH:49]=[CH:48][C:47]([C:50]([F:53])([F:52])[F:51])=[CH:46][CH:45]=3)[N:37]=2)[CH2:32][CH2:31]1. Product: [CH2:1]([N:3]([S:9]([C:12]1[CH:17]=[CH:16][C:15]([F:18])=[CH:14][CH:13]=1)(=[O:11])=[O:10])[C:4](=[CH2:8])[C:5]([NH:43][CH2:42][C:40]1[CH:39]=[C:38]([C:44]2[CH:45]=[CH:46][C:47]([C:50]([F:53])([F:51])[F:52])=[CH:48][CH:49]=2)[N:37]=[C:36]([N:33]2[CH2:34][CH2:35][O:30][CH2:31][CH2:32]2)[CH:41]=1)=[O:7])[CH3:2]. The catalyst class is: 1. (5) Reactant: [Br:1][C:2]1[CH:7]=[CH:6][C:5]([CH2:8][C@@H:9]([NH:39]C(=O)OC(C)(C)C)[C:10]([N:12]2[CH2:17][CH2:16][CH:15]([N:18]3[N:27]=[C:26]([C:28]4[CH:33]=[CH:32][C:31]([O:34][CH3:35])=[C:30]([O:36][CH3:37])[CH:29]=4)[C@@H:25]4[C@@H:20]([CH2:21][CH2:22][CH2:23][CH2:24]4)[C:19]3=[O:38])[CH2:14][CH2:13]2)=[O:11])=[CH:4][CH:3]=1.FC(F)(F)C(O)=O.C(=O)(O)[O-].[Na+]. Product: [NH2:39][C@H:9]([CH2:8][C:5]1[CH:4]=[CH:3][C:2]([Br:1])=[CH:7][CH:6]=1)[C:10]([N:12]1[CH2:13][CH2:14][CH:15]([N:18]2[N:27]=[C:26]([C:28]3[CH:33]=[CH:32][C:31]([O:34][CH3:35])=[C:30]([O:36][CH3:37])[CH:29]=3)[C@@H:25]3[C@@H:20]([CH2:21][CH2:22][CH2:23][CH2:24]3)[C:19]2=[O:38])[CH2:16][CH2:17]1)=[O:11]. The catalyst class is: 2. (6) Reactant: [F:1][C:2]1[CH:11]=[CH:10][C:9]([C:12]([NH2:14])=[O:13])=[C:8]2[C:3]=1[CH:4]=[CH:5][CH2:6][O:7]2.C(O)CO.[N:19]([O-:21])=[O:20].[Na+].II. Product: [F:1][C:2]1[CH:11]=[CH:10][C:9]([C:12]([NH2:14])=[O:13])=[C:8]2[C:3]=1[CH:4]=[C:5]([N+:19]([O-:21])=[O:20])[CH2:6][O:7]2. The catalyst class is: 1. (7) Reactant: [O:1]=[C:2]1[CH:7]=[CH:6][C:5]([C:8]2[C:9]([C:31]3[CH:36]=[CH:35][CH:34]=[CH:33][CH:32]=3)=[N:10][N:11]3[CH:16]=[CH:15][C:14]([O:17][CH:18]4[CH2:23][CH2:22][N:21](C(OC(C)(C)C)=O)[CH2:20][CH2:19]4)=[CH:13][C:12]=23)=[N:4][N:3]1[CH:37]([CH3:39])[CH3:38].[ClH:40].CCOC(C)=O. Product: [ClH:40].[NH:21]1[CH2:20][CH2:19][CH:18]([O:17][C:14]2[CH:15]=[CH:16][N:11]3[N:10]=[C:9]([C:31]4[CH:32]=[CH:33][CH:34]=[CH:35][CH:36]=4)[C:8]([C:5]4[CH:6]=[CH:7][C:2](=[O:1])[N:3]([CH:37]([CH3:39])[CH3:38])[N:4]=4)=[C:12]3[CH:13]=2)[CH2:23][CH2:22]1. The catalyst class is: 25. (8) Reactant: [CH3:1][O:2][C:3]1[CH:8]=[CH:7][C:6]([C:9]2[C:14]([CH3:15])=[C:13]([C:16]([F:19])([F:18])[F:17])[N:12]3[N:20]=[CH:21][C:22]([C:23](O)=[O:24])=[C:11]3[N:10]=2)=[CH:5][CH:4]=1.C(Cl)CCl.C1C=CC2N(O)N=NC=2C=1.[CH3:40][O:41][CH2:42][C@H:43]([N:50]1[CH2:55][CH2:54][NH:53][C@H:52]([CH3:56])[CH2:51]1)[C:44]1[CH:49]=[CH:48][CH:47]=[CH:46][CH:45]=1. Product: [CH3:40][O:41][CH2:42][C@H:43]([N:50]1[CH2:55][CH2:54][N:53]([C:23]([C:22]2[CH:21]=[N:20][N:12]3[C:13]([C:16]([F:18])([F:17])[F:19])=[C:14]([CH3:15])[C:9]([C:6]4[CH:5]=[CH:4][C:3]([O:2][CH3:1])=[CH:8][CH:7]=4)=[N:10][C:11]=23)=[O:24])[C@H:52]([CH3:56])[CH2:51]1)[C:44]1[CH:49]=[CH:48][CH:47]=[CH:46][CH:45]=1. The catalyst class is: 25. (9) Reactant: Cl[C:2]([C@:4]12[CH2:39][CH2:38][C@@H:37]([C:40]([CH2:42][O:43][CH2:44][CH2:45][N:46]3[CH2:51][CH2:50][O:49][CH2:48][CH2:47]3)=[CH2:41])[C@@H:5]1[C@@H:6]1[C@@:19]([CH3:22])([CH2:20][CH2:21]2)[C@@:18]2([CH3:23])[C@@H:9]([C@:10]3([CH3:36])[C@@H:15]([CH2:16][CH2:17]2)[C:14]([CH3:25])([CH3:24])[C:13]([C:26]2[CH:35]=[CH:34][C:29]([C:30]([O:32][CH3:33])=[O:31])=[CH:28][CH:27]=2)=[CH:12][CH2:11]3)[CH2:8][CH2:7]1)=[O:3].C(OC(=O)CCNC([C@]12CC[C@@H](C(COCCN3CCOCC3)=C)[C@@H]1[C@@H]1[C@@](C)(CC2)[C@@]2(C)[C@@H]([C@]3(C)[C@@H](CC2)C(C)(C)C(C2C=CC(C(OC)=O)=CC=2)=CC3)CC1)=O)C.[NH2:110][CH2:111][CH2:112][CH2:113][N:114]1[CH2:118][CH2:117][CH2:116][C:115]1=[O:119].C(N(C(C)C)CC)(C)C. Product: [CH3:22][C@:19]12[C@@:18]3([CH3:23])[C@@H:9]([C@:10]4([CH3:36])[C@@H:15]([CH2:16][CH2:17]3)[C:14]([CH3:25])([CH3:24])[C:13]([C:26]3[CH:27]=[CH:28][C:29]([C:30]([O:32][CH3:33])=[O:31])=[CH:34][CH:35]=3)=[CH:12][CH2:11]4)[CH2:8][CH2:7][C@@H:6]1[C@H:5]1[C@H:37]([C:40]([CH2:42][O:43][CH2:44][CH2:45][N:46]3[CH2:47][CH2:48][O:49][CH2:50][CH2:51]3)=[CH2:41])[CH2:38][CH2:39][C@:4]1([C:2](=[O:3])[NH:110][CH2:111][CH2:112][CH2:113][N:114]1[CH2:118][CH2:117][CH2:116][C:115]1=[O:119])[CH2:21][CH2:20]2. The catalyst class is: 26.